This data is from Buchwald-Hartwig C-N cross coupling reaction yields with 55,370 reactions. The task is: Predict the reaction yield, written as a fraction of the theoretical maximum amount of product (1.0 means a 100% yield; for example, 0.34 means a 34% yield). The reactants are FC(F)(F)c1ccc(Cl)cc1.Cc1ccc(N)cc1.O=S(=O)(O[Pd]1c2ccccc2-c2ccccc2N~1)C(F)(F)F.CC(C)c1cc(C(C)C)c(-c2ccccc2P(C2CCCCC2)C2CCCCC2)c(C(C)C)c1.CN1CCCN2CCCN=C12.CCOC(=O)c1ccon1. No catalyst specified. The product is Cc1ccc(Nc2ccc(C(F)(F)F)cc2)cc1. The yield is 0.181.